Dataset: Reaction yield outcomes from USPTO patents with 853,638 reactions. Task: Predict the reaction yield, written as a fraction of the theoretical maximum amount of product (1.0 means a 100% yield; for example, 0.34 means a 34% yield). The reactants are CS(C)(=O)=O.Cl.[C:7](Cl)(=[NH:9])[NH2:8].C([O:13][C:14]([C:16]1[C:24]2[C:19](=[CH:20][CH:21]=[CH:22][C:23]=2[Cl:25])[NH:18][C:17]=1[NH2:26])=O)C.O.N. The catalyst is C(Cl)(Cl)Cl.O. The product is [NH2:8][C:7]1[NH:9][C:14](=[O:13])[C:16]2[C:24]3[C:19](=[CH:20][CH:21]=[CH:22][C:23]=3[Cl:25])[NH:18][C:17]=2[N:26]=1. The yield is 0.780.